Dataset: Experimentally validated miRNA-target interactions with 360,000+ pairs, plus equal number of negative samples. Task: Binary Classification. Given a miRNA mature sequence and a target amino acid sequence, predict their likelihood of interaction. (1) The miRNA is mmu-miR-210-5p with sequence AGCCACUGCCCACCGCACACUG. The protein sequence of the target gene is MERGMHLGAAAAGEDDLFLHKSLSASTSKRLEAAFRSTPPGMDLSLAPPPRERPASSSSSPLGCFEPADPEGAGLLLPPPGGGGGGSAGSGGGGGGGVGVPGLLVGSAGVGGDPSLSSLPAGAALCLKYGESASRGSVAESSGGEQSPDDDSDGRCELVLRAGVADPRASPGAGGGGAKAAEGCSNAHLHGGASVPPGGLGGGGGGGSSSGSSGGGGGSGSGSGGSSSSSSSSSKKSKEQKALRLNINARERRRMHDLNDALDELRAVIPYAHSPSVRKLSKIATLLLAKNYILMQAQAL.... Result: 0 (no interaction). (2) The miRNA is mmu-miR-3060-3p with sequence CCAUAGCACAGAAGCACUCCCA. The protein sequence of the target gene is MKTGHFEIVTMLLATMILVDIFQVKAEVLDMADNAFDDEYLKCTDRMEIKYVPQLLKEEKASHQQLDTVWENAKAKWAARKTQIFLPMNFKDNHGIALMAYISEAQEQTPFYHLFSEAVKMAGQSREDYIYGFQFKAFHFYLTRALQLLRKPCEASSKTVVYRTSQGTSFTFGGLNQARFGHFTLAYSAKPQAANDQLTVLSIYTCLGVDIENFLDKESERITLIPLNEVFQVSQEGAGNNLILQSINKTCSHYECAFLGGLKTENCIENLEYFQPIYVYNPGEKNQKLEDHSEKNWKLE.... Result: 0 (no interaction). (3) Result: 1 (interaction). The miRNA is hsa-miR-182-5p with sequence UUUGGCAAUGGUAGAACUCACACU. The protein sequence of the target gene is MQSESGIVPDFEVGEEFHEEPKTYYELKSQPLKSSSSAEHPGASKPPISSSSMTSRILLRQQLMREQMQEQERREQQQKLQAAQFMQQRVPVSQTPAINVSVPTTLPSATQVPMEVLKVQTHLENPTKYHIQQAQRQQVKQYLSTTLANKHANQVLSLPCPNQPGDHVMPPVPGSSAPNSPMAMLTLNSNCEKEGFYKFEEQNRAESECPGMNTHSRASCMQMDDVIDDIISLESSYNEEILGLMDPALQMANTLPVSGNLIDLYGNQGLPPPGLTISNSCPANLPNIKRELTACIFPTE.... (4) The miRNA is hsa-miR-556-5p with sequence GAUGAGCUCAUUGUAAUAUGAG. The protein sequence of the target gene is MAIFSVYVVNKAGGLIYQWDSYSPRAEAEKTFSYPLDLLLKLHDERVLVAFGQRDGIRVGHAVLAINGMDVNGKYTADGKEVLEYLGNPANYPVSIRFGRPRLTSNEKLMLASMFHSLFAIGSQLSPEQGSSGIEMLETDTFKLHCFQTLTGIKFVVLADPRQAGIDSLLRKIYEIYSDFALKNPFYSLEMPIRCELFDQNLKLALEVAEKAGTFGPGS. Result: 0 (no interaction). (5) The miRNA is hsa-miR-4770 with sequence UGAGAUGACACUGUAGCU. The protein sequence of the target gene is MNAAKVETSSMGMLQRADLTAADCLQEGEMGKKIQGKCFRIISTVSPVKLYCCYGVIMVLTVAVIALSVALSVRNKIPAMEDREPCYTACPSGWIGFGSKCFYFSEDMGNWTFSQSSCVASNSHLALFHSLEELNFLKRYKGTSDHWIGLHRASTQHPWIWTDNTEYSNLVLTRGGGECGFLSDNGISSGRSYTHRKWICSKFVSSCKSRVGSVPRHV. Result: 0 (no interaction).